This data is from Full USPTO retrosynthesis dataset with 1.9M reactions from patents (1976-2016). The task is: Predict the reactants needed to synthesize the given product. (1) The reactants are: [CH:1]1([NH:4][C:5]([C:7]2[CH:8]=[C:9]([F:31])[C:10]([CH3:30])=[C:11]([C:13]3[C:14]([C:27]([OH:29])=O)=[CH:15][C:16]([C:19]([NH:21][CH2:22][C:23]([CH3:26])([CH3:25])[CH3:24])=[O:20])=[CH:17][CH:18]=3)[CH:12]=2)=[O:6])[CH2:3][CH2:2]1.CN(C(ON1N=NC2C=CC=CC1=2)=[N+](C)C)C.F[P-](F)(F)(F)(F)F.CCN(CC)CC.[N:63]1([CH2:68][CH2:69][CH2:70][NH2:71])[CH:67]=[CH:66][N:65]=[CH:64]1. Given the product [CH:1]1([NH:4][C:5]([C:7]2[CH:12]=[C:11]([C:13]3[C:14]([C:27]([NH:71][CH2:70][CH2:69][CH2:68][N:63]4[CH:67]=[CH:66][N:65]=[CH:64]4)=[O:29])=[CH:15][C:16]([C:19]([NH:21][CH2:22][C:23]([CH3:26])([CH3:25])[CH3:24])=[O:20])=[CH:17][CH:18]=3)[C:10]([CH3:30])=[C:9]([F:31])[CH:8]=2)=[O:6])[CH2:2][CH2:3]1, predict the reactants needed to synthesize it. (2) Given the product [NH:1]1[C:9]2[C:4](=[C:5]([N:10]3[CH2:15][CH2:14][N:13]([CH2:16][C@H:17]([N:25]([CH3:26])[C:40]([C:34]4([CH3:33])[CH2:39][CH2:38][CH2:37][CH2:36][CH2:35]4)=[O:41])[CH2:18][C:19]4[CH:24]=[CH:23][CH:22]=[CH:21][N:20]=4)[CH2:12][CH2:11]3)[CH:6]=[CH:7][CH:8]=2)[CH:3]=[CH:2]1, predict the reactants needed to synthesize it. The reactants are: [NH:1]1[C:9]2[C:4](=[C:5]([N:10]3[CH2:15][CH2:14][N:13]([CH2:16][C@H:17]([NH:25][CH3:26])[CH2:18][C:19]4[CH:24]=[CH:23][CH:22]=[CH:21][N:20]=4)[CH2:12][CH2:11]3)[CH:6]=[CH:7][CH:8]=2)[CH:3]=[CH:2]1.C(=O)([O-])[O-].[K+].[K+].[CH3:33][C:34]1([C:40](Cl)=[O:41])[CH2:39][CH2:38][CH2:37][CH2:36][CH2:35]1. (3) Given the product [CH3:1][C:2]1[CH:3]=[C:7]([CH:21]2[CH2:22][C:23](=[O:24])[CH2:25]2)[O:5][N:4]=1, predict the reactants needed to synthesize it. The reactants are: [CH3:1][C:2](=[N:4][OH:5])[CH3:3].[Li][CH2:7]CCC.OS(O)(=O)=O.C([O-])(O)=O.[Na+].[CH2:21]1[CH2:25][O:24][CH2:23][CH2:22]1. (4) Given the product [CH3:1][O:2][C:3](=[O:20])[CH2:4][CH2:5][CH2:6][CH2:7][CH2:8][CH2:9][C:10]1[CH:19]=[CH:18][C:17]2[CH2:16][CH2:15][CH2:14][NH:13][C:12]=2[N:11]=1, predict the reactants needed to synthesize it. The reactants are: [CH3:1][O:2][C:3](=[O:20])[CH2:4][CH2:5][CH2:6][CH2:7][CH2:8][CH2:9][C:10]1[CH:19]=[CH:18][C:17]2[C:12](=[N:13][CH:14]=[CH:15][CH:16]=2)[N:11]=1.[H][H]. (5) Given the product [CH2:1]([O:8][C:9]1[CH:14]=[CH:13][N:12]([CH2:15][C:16]2[CH:21]=[CH:20][CH:19]=[C:18]([F:22])[CH:17]=2)[C:11](=[O:23])[C:10]=1[CH3:25])[C:2]1[CH:7]=[CH:6][CH:5]=[CH:4][CH:3]=1, predict the reactants needed to synthesize it. The reactants are: [CH2:1]([O:8][C:9]1[CH:14]=[CH:13][N:12]([CH2:15][C:16]2[CH:21]=[CH:20][CH:19]=[C:18]([F:22])[CH:17]=2)[C:11](=[O:23])[C:10]=1I)[C:2]1[CH:7]=[CH:6][CH:5]=[CH:4][CH:3]=1.[CH2:25](N(CC)CC)C.C[Sn](C)(C)C. (6) Given the product [C:21]([N:17]1[C:18]2[C:13](=[CH:12][C:11]([Br:10])=[CH:20][CH:19]=2)[N:14]([C:26]([O:28][CH:29]([CH3:31])[CH3:30])=[O:27])[CH2:15][C@@H:16]1[CH3:24])(=[O:23])[CH3:22], predict the reactants needed to synthesize it. The reactants are: C(N(CC)C(C)C)(C)C.[Br:10][C:11]1[CH:12]=[C:13]2[C:18](=[CH:19][CH:20]=1)[N:17]([C:21](=[O:23])[CH3:22])[C@@H:16]([CH3:24])[CH2:15][NH:14]2.Cl[C:26]([O:28][CH:29]([CH3:31])[CH3:30])=[O:27].